Dataset: NCI-60 drug combinations with 297,098 pairs across 59 cell lines. Task: Regression. Given two drug SMILES strings and cell line genomic features, predict the synergy score measuring deviation from expected non-interaction effect. (1) Drug 1: C1=NC2=C(N1)C(=S)N=C(N2)N. Drug 2: CC1C(C(CC(O1)OC2CC(CC3=C2C(=C4C(=C3O)C(=O)C5=CC=CC=C5C4=O)O)(C(=O)C)O)N)O. Cell line: OVCAR-4. Synergy scores: CSS=25.0, Synergy_ZIP=-11.0, Synergy_Bliss=-15.4, Synergy_Loewe=-26.1, Synergy_HSA=-14.8. (2) Drug 1: CC1=CC=C(C=C1)C2=CC(=NN2C3=CC=C(C=C3)S(=O)(=O)N)C(F)(F)F. Drug 2: CCN(CC)CCCC(C)NC1=C2C=C(C=CC2=NC3=C1C=CC(=C3)Cl)OC. Cell line: UACC62. Synergy scores: CSS=1.45, Synergy_ZIP=2.22, Synergy_Bliss=5.87, Synergy_Loewe=-1.00, Synergy_HSA=1.06. (3) Drug 1: CC1=C(C=C(C=C1)NC2=NC=CC(=N2)N(C)C3=CC4=NN(C(=C4C=C3)C)C)S(=O)(=O)N.Cl. Drug 2: COC1=NC(=NC2=C1N=CN2C3C(C(C(O3)CO)O)O)N. Cell line: SNB-75. Synergy scores: CSS=0.517, Synergy_ZIP=-0.847, Synergy_Bliss=-1.61, Synergy_Loewe=-2.48, Synergy_HSA=-1.38.